From a dataset of Full USPTO retrosynthesis dataset with 1.9M reactions from patents (1976-2016). Predict the reactants needed to synthesize the given product. (1) Given the product [C:1]([CH:3]1[CH2:8][CH2:7][N:6]([C:9](=[O:46])[C@H:10]([NH:14][C:15]([C:17]2[C:25]3[C:20](=[N:21][CH:22]=[C:23]([C:26]4[C:34]5[C:29](=[CH:30][C:31]([Cl:36])=[C:32]([Cl:35])[CH:33]=5)[N:28]([CH3:37])[N:27]=4)[N:24]=3)[NH:19][CH:18]=2)=[O:16])[CH:11]2[CH2:12][CH2:13]2)[CH2:5][CH2:4]1)#[N:2], predict the reactants needed to synthesize it. The reactants are: [C:1]([CH:3]1[CH2:8][CH2:7][N:6]([C:9](=[O:46])[C@H:10]([NH:14][C:15]([C:17]2[C:25]3[C:20](=[N:21][CH:22]=[C:23]([C:26]4[C:34]5[C:29](=[CH:30][C:31]([Cl:36])=[C:32]([Cl:35])[CH:33]=5)[N:28]([CH3:37])[N:27]=4)[N:24]=3)[N:19](COCC[Si](C)(C)C)[CH:18]=2)=[O:16])[CH:11]2[CH2:13][CH2:12]2)[CH2:5][CH2:4]1)#[N:2].C(O)(C(F)(F)F)=O.C(N)CN. (2) Given the product [F:1][C:2]1[CH:3]=[C:4]([C@:13]2([NH:23][C:24]([NH:25][C:26]3[CH:31]=[N:30][C:29]([C:32]4[NH:35][C:37](=[O:38])[O:34][N:33]=4)=[CH:28][CH:27]=3)=[O:36])[C:18]3=[N:19][CH:20]=[CH:21][CH:22]=[C:17]3[O:16][CH2:15][CH2:14]2)[CH:5]=[CH:6][C:7]=1[O:8][C:9]([F:12])([F:10])[F:11], predict the reactants needed to synthesize it. The reactants are: [F:1][C:2]1[CH:3]=[C:4]([C@:13]2([NH:23][C:24](=[O:36])[NH:25][C:26]3[CH:27]=[CH:28][C:29]([C:32](=[NH:35])[NH:33][OH:34])=[N:30][CH:31]=3)[C:18]3=[N:19][CH:20]=[CH:21][CH:22]=[C:17]3[O:16][CH2:15][CH2:14]2)[CH:5]=[CH:6][C:7]=1[O:8][C:9]([F:12])([F:11])[F:10].[C:37](N1C=CN=C1)(N1C=CN=C1)=[O:38].CO. (3) Given the product [NH2:26][C:27]1[N:32]=[CH:31][C:30]([C:2]2[N:3]=[C:4]([N:20]3[CH2:25][CH2:24][O:23][CH2:22][CH2:21]3)[C:5]3[S:10][C:9]([C:11]4[CH:12]=[C:13]([CH:17]([OH:19])[CH3:18])[CH:14]=[CH:15][CH:16]=4)=[CH:8][C:6]=3[N:7]=2)=[CH:29][N:28]=1, predict the reactants needed to synthesize it. The reactants are: Cl[C:2]1[N:3]=[C:4]([N:20]2[CH2:25][CH2:24][O:23][CH2:22][CH2:21]2)[C:5]2[S:10][C:9]([C:11]3[CH:12]=[C:13]([CH:17]([OH:19])[CH3:18])[CH:14]=[CH:15][CH:16]=3)=[CH:8][C:6]=2[N:7]=1.[NH2:26][C:27]1[N:32]=[CH:31][C:30](B2OC(C)(C)C(C)(C)O2)=[CH:29][N:28]=1. (4) Given the product [C:25]([NH:1][CH2:2][CH2:3][N:4]1[C:12]2[CH:11]=[CH:10][CH:9]=[CH:8][C:7]=2[C:6]2[CH2:13][CH2:14][N:15]([C:18]([O:20][C:21]([CH3:24])([CH3:23])[CH3:22])=[O:19])[CH2:16][CH2:17][C:5]1=2)(=[O:32])[C:26]1[CH:31]=[CH:30][CH:29]=[CH:28][CH:27]=1, predict the reactants needed to synthesize it. The reactants are: [NH2:1][CH2:2][CH2:3][N:4]1[C:12]2[CH:11]=[CH:10][CH:9]=[CH:8][C:7]=2[C:6]2[CH2:13][CH2:14][N:15]([C:18]([O:20][C:21]([CH3:24])([CH3:23])[CH3:22])=[O:19])[CH2:16][CH2:17][C:5]1=2.[C:25](Cl)(=[O:32])[C:26]1[CH:31]=[CH:30][CH:29]=[CH:28][CH:27]=1.C(O)(=O)CC(CC(O)=O)(C(O)=O)O. (5) Given the product [C:6]1([C:9]2[CH:14]=[CH:13][CH:12]=[CH:11][CH:10]=2)[CH:7]=[CH:8][C:3]([CH2:2][P:15](=[O:22])([O:19][CH2:20][CH3:21])[O:16][CH2:17][CH3:18])=[CH:4][CH:5]=1, predict the reactants needed to synthesize it. The reactants are: Br[CH2:2][C:3]1[CH:8]=[CH:7][C:6]([C:9]2[CH:14]=[CH:13][CH:12]=[CH:11][CH:10]=2)=[CH:5][CH:4]=1.[P:15]([O:22]CC)([O:19][CH2:20][CH3:21])[O:16][CH2:17][CH3:18]. (6) Given the product [CH3:35][Si:34]([CH3:36])([CH3:37])[CH2:33][CH2:32][O:31][CH2:30][N:29]([CH2:38][O:39][CH2:40][CH2:41][Si:42]([CH3:45])([CH3:44])[CH3:43])[C:27]1[N:26]2[N:46]=[CH:47][C:48]([C:49]3[CH:50]=[N:51][C:52]4[C:57]([CH:58]=3)=[CH:56][C:55]([F:59])=[CH:54][CH:53]=4)=[C:25]2[N:24]=[C:23]([N:15]([CH2:14][CH:11]2[CH2:12][CH2:13][NH:8][CH2:9][CH2:10]2)[C:16](=[O:22])[O:17][CH2:18][CH2:21][CH2:64][CH3:65])[CH:28]=1, predict the reactants needed to synthesize it. The reactants are: C([N:8]1[CH2:13][CH2:12][CH:11]([CH2:14][N:15]([C:23]2[CH:28]=[C:27]([N:29]([CH2:38][O:39][CH2:40][CH2:41][Si:42]([CH3:45])([CH3:44])[CH3:43])[CH2:30][O:31][CH2:32][CH2:33][Si:34]([CH3:37])([CH3:36])[CH3:35])[N:26]3[N:46]=[CH:47][C:48]([C:49]4[CH:50]=[N:51][C:52]5[C:57]([CH:58]=4)=[CH:56][C:55]([F:59])=[CH:54][CH:53]=5)=[C:25]3[N:24]=2)[C:16](=[O:22])[O:17][C:18]([CH3:21])(C)C)[CH2:10][CH2:9]1)C1C=CC=CC=1.C([O-])=O.[NH4+].[CH2:64](O)[CH3:65]. (7) Given the product [I-:56].[CH2:36]([CH:27]([CH2:28][CH2:29][CH2:30][CH2:31][CH2:32][CH3:33])[C:26]([O:25][CH2:24][N+:3]1([CH3:2])[CH2:4][CH2:5][N:6]([C:9]2[C:10]3[CH:22]=[C:21]([CH3:23])[S:20][C:11]=3[NH:12][C:13]3[CH:19]=[CH:18][CH:17]=[CH:16][C:14]=3[N:15]=2)[CH2:7][CH2:8]1)=[O:44])[CH2:37][CH2:38][CH2:39][CH2:40][CH3:41], predict the reactants needed to synthesize it. The reactants are: [I-].[CH3:2][N+:3]1([CH2:24][O:25][C:26](=[O:44])[CH:27]([CH2:36][CH2:37][CH2:38][CH2:39][CH2:40][CH2:41]CC)[CH2:28][CH2:29][CH2:30][CH2:31][CH2:32][CH2:33]CC)[CH2:8][CH2:7][N:6]([C:9]2[C:10]3[CH:22]=[C:21]([CH3:23])[S:20][C:11]=3[NH:12][C:13]3[CH:19]=[CH:18][CH:17]=[CH:16][C:14]=3[N:15]=2)[CH2:5][CH2:4]1.C(C(CCCCCC)C(OC[I:56])=O)CCCCC.